Dataset: Catalyst prediction with 721,799 reactions and 888 catalyst types from USPTO. Task: Predict which catalyst facilitates the given reaction. (1) Reactant: [CH3:1][O:2][C:3]1[CH:8]=[CH:7][C:6]([CH2:9][NH2:10])=[CH:5][CH:4]=1.[CH3:11][S:12](Cl)(=[O:14])=[O:13]. Product: [CH3:1][O:2][C:3]1[CH:8]=[CH:7][C:6]([CH2:9][NH:10][S:12]([CH3:11])(=[O:14])=[O:13])=[CH:5][CH:4]=1. The catalyst class is: 2. (2) Reactant: C[O:2][C:3]([CH:5]1[CH2:14][CH2:13][C:12]2[C:7](=[CH:8][C:9]([O:15][CH3:16])=[CH:10][CH:11]=2)[C:6]1=O)=O.C(O)(=O)C.[CH:22]([NH2:24])=[NH:23].O. Product: [CH3:16][O:15][C:9]1[CH:10]=[CH:11][C:12]2[CH2:13][CH2:14][C:5]3[C:3]([OH:2])=[N:23][CH:22]=[N:24][C:6]=3[C:7]=2[CH:8]=1. The catalyst class is: 13. (3) Reactant: [CH3:1][P:2](Cl)([CH3:4])=[O:3].[H-].[Na+].[CH:8]1[C:13]([N+:14]([O-:16])=[O:15])=[CH:12][CH:11]=[C:10]([OH:17])[CH:9]=1. Product: [N+:14]([C:13]1[CH:12]=[CH:11][C:10]([O:17][P:2]([CH3:4])([CH3:1])=[O:3])=[CH:9][CH:8]=1)([O-:16])=[O:15]. The catalyst class is: 7.